Dataset: Reaction yield outcomes from USPTO patents with 853,638 reactions. Task: Predict the reaction yield, written as a fraction of the theoretical maximum amount of product (1.0 means a 100% yield; for example, 0.34 means a 34% yield). (1) The reactants are [C:1]([NH:4][CH2:5][CH2:6][C:7]1[CH:12]=[CH:11][CH:10]=[CH:9][CH:8]=1)(=[O:3])[CH3:2].[H-].[Na+].[CH2:15](Br)[C:16]1[CH:21]=[CH:20][CH:19]=[CH:18][CH:17]=1. The catalyst is C(COC)OC. The product is [CH2:15]([N:4]([CH2:5][CH2:6][C:7]1[CH:12]=[CH:11][CH:10]=[CH:9][CH:8]=1)[C:1](=[O:3])[CH3:2])[C:16]1[CH:21]=[CH:20][CH:19]=[CH:18][CH:17]=1. The yield is 0.770. (2) The reactants are [C:1]1([C:7]2[O:8][C:9]([C:15]([F:18])([F:17])[F:16])=[C:10]([C:12]([OH:14])=O)[N:11]=2)[CH:6]=[CH:5][CH:4]=[CH:3][CH:2]=1.C(Cl)(=O)C(Cl)=O.[C:25]([O:29][C:30]([N:32]1[CH2:37][CH2:36][CH:35]([C:38]2[CH:43]=[CH:42][C:41]([NH2:44])=[CH:40][CH:39]=2)[CH2:34][CH2:33]1)=[O:31])([CH3:28])([CH3:27])[CH3:26].C(N(CC)CC)C. The catalyst is C(Cl)Cl.CN(C=O)C. The product is [C:25]([O:29][C:30]([N:32]1[CH2:37][CH2:36][CH:35]([C:38]2[CH:43]=[CH:42][C:41]([NH:44][C:12]([C:10]3[N:11]=[C:7]([C:1]4[CH:2]=[CH:3][CH:4]=[CH:5][CH:6]=4)[O:8][C:9]=3[C:15]([F:18])([F:17])[F:16])=[O:14])=[CH:40][CH:39]=2)[CH2:34][CH2:33]1)=[O:31])([CH3:28])([CH3:26])[CH3:27]. The yield is 0.960. (3) The reactants are [C:1]([O:5][C:6]([NH:8][C@@H:9]([C@@H:14]([O:17][C@@H:18]([CH2:20][CH2:21][CH:22]=[CH2:23])[CH3:19])[CH2:15][CH3:16])[C:10]([O:12]C)=[O:11])=[O:7])([CH3:4])([CH3:3])[CH3:2].C1COCC1.[Li+].[OH-].Cl. The catalyst is CO. The product is [C:1]([O:5][C:6]([NH:8][C@@H:9]([C@@H:14]([O:17][C@@H:18]([CH2:20][CH2:21][CH:22]=[CH2:23])[CH3:19])[CH2:15][CH3:16])[C:10]([OH:12])=[O:11])=[O:7])([CH3:2])([CH3:4])[CH3:3]. The yield is 1.00. (4) The reactants are [CH2:1]([O:3][C:4](=[O:19])/[CH:5]=[CH:6]/[C:7]1[C:15]2[O:14][CH2:13][C:12]([CH3:17])([CH3:16])[C:11]=2[CH:10]=[C:9](Br)[CH:8]=1)[CH3:2]. The catalyst is C(OCC)(=O)C.[Pd].C(O)C. The product is [CH2:1]([O:3][C:4](=[O:19])[CH2:5][CH2:6][C:7]1[C:15]2[O:14][CH2:13][C:12]([CH3:17])([CH3:16])[C:11]=2[CH:10]=[CH:9][CH:8]=1)[CH3:2]. The yield is 0.960. (5) The reactants are [F:1][C@H:2]1[CH2:6][NH:5][C@H:4]([C:7]([NH:9][CH2:10][C:11]2[CH:16]=[C:15]([C:17]3[CH:18]=[N:19][C:20]([C:23]([F:26])([F:25])[F:24])=[N:21][CH:22]=3)[N:14]=[C:13]([CH3:27])[CH:12]=2)=[O:8])[CH2:3]1.C(N(CC)CC)C.[F:35][C:36]1[CH:41]=[CH:40][C:39]([S:42](Cl)(=[O:44])=[O:43])=[CH:38][CH:37]=1. The catalyst is ClCCl. The product is [F:1][C@H:2]1[CH2:6][N:5]([S:42]([C:39]2[CH:40]=[CH:41][C:36]([F:35])=[CH:37][CH:38]=2)(=[O:44])=[O:43])[C@H:4]([C:7]([NH:9][CH2:10][C:11]2[CH:16]=[C:15]([C:17]3[CH:22]=[N:21][C:20]([C:23]([F:26])([F:25])[F:24])=[N:19][CH:18]=3)[N:14]=[C:13]([CH3:27])[CH:12]=2)=[O:8])[CH2:3]1. The yield is 0.615. (6) The reactants are [C-:1]#[N:2].[Na+].[Br:4][C:5]1[C:6]([CH3:12])=[N:7][C:8](F)=[CH:9][CH:10]=1.O. The catalyst is CS(C)=O. The product is [Br:4][C:5]1[CH:10]=[CH:9][C:8]([C:1]#[N:2])=[N:7][C:6]=1[CH3:12]. The yield is 0.150. (7) The reactants are C(OC([NH:8][C@@H:9]([C:11]1[N:12]([S:23]([C:26]2[CH:32]=[CH:31][C:29]([CH3:30])=[CH:28][CH:27]=2)(=[O:25])=[O:24])[CH:13]=[CH:14][C:15]=1[C:16]([O:18]C(C)(C)C)=[O:17])[CH3:10])=O)(C)(C)C.[C:33]([OH:39])([C:35]([F:38])([F:37])[F:36])=[O:34].O. The catalyst is C(Cl)Cl. The product is [F:36][C:35]([F:38])([F:37])[C:33]([OH:39])=[O:34].[NH2:8][C@@H:9]([C:11]1[N:12]([S:23]([C:26]2[CH:27]=[CH:28][C:29]([CH3:30])=[CH:31][CH:32]=2)(=[O:25])=[O:24])[CH:13]=[CH:14][C:15]=1[C:16]([OH:18])=[O:17])[CH3:10]. The yield is 1.00. (8) The reactants are [Cl:1][C:2]1[CH:7]=[CH:6][C:5]([S:8]([CH2:11][C:12]2[CH:17]=[C:16]([F:18])[CH:15]=[CH:14][C:13]=2[F:19])(=[O:10])=[O:9])=[CH:4][CH:3]=1.[S:20]1[CH:24]=[CH:23][CH:22]=[C:21]1[CH2:25]O.C(C=P(CCCC)(CCCC)CCCC)#N. The catalyst is C1(C)C=CC=CC=1.CCCCCC. The product is [Cl:1][C:2]1[CH:7]=[CH:6][C:5]([S:8]([CH:11]([C:12]2[CH:17]=[C:16]([F:18])[CH:15]=[CH:14][C:13]=2[F:19])[CH2:25][C:21]2[S:20][CH:24]=[CH:23][CH:22]=2)(=[O:10])=[O:9])=[CH:4][CH:3]=1. The yield is 0.700. (9) The reactants are I[C:2]1[CH:7]=[CH:6][CH:5]=[CH:4][C:3]=1[CH3:8].[CH:9]([C:12]1[CH:17]=[CH:16][CH:15]=[CH:14][C:13]=1[SH:18])([CH3:11])[CH3:10].C([O-])([O-])=O.[K+].[K+].C(O)CO. The catalyst is [Cu]I.CC(O)C. The product is [CH:9]([C:12]1[CH:17]=[CH:16][CH:15]=[CH:14][C:13]=1[S:18][C:2]1[C:3]([CH3:8])=[CH:4][CH:5]=[CH:6][CH:7]=1)([CH3:11])[CH3:10]. The yield is 0.880.